Dataset: Full USPTO retrosynthesis dataset with 1.9M reactions from patents (1976-2016). Task: Predict the reactants needed to synthesize the given product. (1) Given the product [Cl:19][C:20]1[CH:21]=[CH:22][C:23]([C:26]2[CH:31]=[CH:30][C:29]([C:32]([NH:1][CH2:2][CH:3]3[CH2:8][CH2:7][CH2:6][N:5]([C:9]4[CH:10]=[C:11]([CH:16]=[CH:17][CH:18]=4)[C:12]([O:14][CH3:15])=[O:13])[CH2:4]3)=[O:33])=[CH:28][CH:27]=2)=[CH:24][CH:25]=1, predict the reactants needed to synthesize it. The reactants are: [NH2:1][CH2:2][CH:3]1[CH2:8][CH2:7][CH2:6][N:5]([C:9]2[CH:10]=[C:11]([CH:16]=[CH:17][CH:18]=2)[C:12]([O:14][CH3:15])=[O:13])[CH2:4]1.[Cl:19][C:20]1[CH:25]=[CH:24][C:23]([C:26]2[CH:31]=[CH:30][C:29]([C:32](O)=[O:33])=[CH:28][CH:27]=2)=[CH:22][CH:21]=1. (2) The reactants are: [F:1][C:2]1[CH:7]=[CH:6][CH:5]=[CH:4][C:3]=1[C:8]1([CH2:28][CH2:29][OH:30])[O:13][C:12](=[O:14])[N:11]([C:15]2[CH:20]=[CH:19][CH:18]=[C:17]([C:21]3[CH:26]=[CH:25][C:24]([F:27])=[CH:23][CH:22]=3)[N:16]=2)[CH2:10][CH2:9]1.CC([O-])=O.[Na+].CC(O)=O.[Cl:40]N1C(=O)N(Cl)C(=O)N(Cl)C1=O. Given the product [Cl:40][C:18]1[CH:19]=[CH:20][C:15]([N:11]2[CH2:10][CH2:9][C:8]([C:3]3[CH:4]=[CH:5][CH:6]=[CH:7][C:2]=3[F:1])([CH2:28][CH2:29][OH:30])[O:13][C:12]2=[O:14])=[N:16][C:17]=1[C:21]1[CH:22]=[CH:23][C:24]([F:27])=[CH:25][CH:26]=1, predict the reactants needed to synthesize it. (3) The reactants are: [CH3:1][C:2]1([CH3:10])[O:6][C@@H:5]([C@H:7]([OH:9])[CH3:8])[CH2:4][O:3]1.[H-].[Na+].[Cl:13][C:14]1[CH:19]=[C:18](Cl)[N:17]=[C:16]([S:21][CH2:22][C:23]2[CH:28]=[CH:27][CH:26]=[C:25]([F:29])[C:24]=2[F:30])[N:15]=1. Given the product [Cl:13][C:14]1[CH:19]=[C:18]([O:9][C@@H:7]([C@H:5]2[CH2:4][O:3][C:2]([CH3:10])([CH3:1])[O:6]2)[CH3:8])[N:17]=[C:16]([S:21][CH2:22][C:23]2[CH:28]=[CH:27][CH:26]=[C:25]([F:29])[C:24]=2[F:30])[N:15]=1, predict the reactants needed to synthesize it. (4) Given the product [NH2:18][C:17]1[CH:16]=[CH:15][C:4]([C:5]([NH:7][CH:8]2[CH2:9][CH2:10][N:11]([CH3:14])[CH2:12][CH2:13]2)=[O:6])=[CH:3][C:2]=1[Cl:1], predict the reactants needed to synthesize it. The reactants are: [Cl:1][C:2]1[CH:3]=[C:4]([CH:15]=[CH:16][C:17]=1[N+:18]([O-])=O)[C:5]([NH:7][CH:8]1[CH2:13][CH2:12][N:11]([CH3:14])[CH2:10][CH2:9]1)=[O:6]. (5) Given the product [CH:1]1([N:5]2[CH2:11][CH2:10][CH2:9][N:8]([C:12]([N:14]3[CH2:15][CH:16]([C:18]([NH:23][CH3:22])=[O:20])[CH2:17]3)=[O:13])[CH2:7][CH2:6]2)[CH2:2][CH2:3][CH2:4]1, predict the reactants needed to synthesize it. The reactants are: [CH:1]1([N:5]2[CH2:11][CH2:10][CH2:9][N:8]([C:12]([N:14]3[CH2:17][CH:16]([C:18]([O:20]C)=O)[CH2:15]3)=[O:13])[CH2:7][CH2:6]2)[CH2:4][CH2:3][CH2:2]1.[CH3:22][NH2:23]. (6) Given the product [C:6]([O:10][C:11]([N:13]1[CH2:17][C@H:16]([S:38][C:35]2[CH:36]=[CH:37][C:32]([Br:31])=[CH:33][C:34]=2[C:39]([F:42])([F:40])[F:41])[CH2:15][C@H:14]1[C:23](=[O:30])[NH:24][C:25]1([C:28]#[N:29])[CH2:26][CH2:27]1)=[O:12])([CH3:8])([CH3:7])[CH3:9], predict the reactants needed to synthesize it. The reactants are: S([O-])(=O)(=O)C.[C:6]([O:10][C:11]([N:13]1[CH2:17][C@@H:16](OS(C)(=O)=O)[CH2:15][C@H:14]1[C:23](=[O:30])[NH:24][C:25]1([C:28]#[N:29])[CH2:27][CH2:26]1)=[O:12])([CH3:9])([CH3:8])[CH3:7].[Br:31][C:32]1[CH:37]=[CH:36][C:35]([SH:38])=[C:34]([C:39]([F:42])([F:41])[F:40])[CH:33]=1.